From a dataset of Catalyst prediction with 721,799 reactions and 888 catalyst types from USPTO. Predict which catalyst facilitates the given reaction. Reactant: CN(C(ON1N=NC2[CH:12]=[CH:13][CH:14]=[N:15][C:10]1=2)=[N+](C)C)C.F[P-](F)(F)(F)(F)F.C(N(C(C)C)CC)(C)C.N1CCCC1.[Br:39][C:40]1[CH:41]=[N:42][C:43]([N:46]2[C:54]3[C:49](=[CH:50][CH:51]=[C:52]([C:55]([OH:57])=O)[CH:53]=3)[C:48]([S:58][CH3:59])=[CH:47]2)=[N:44][CH:45]=1. Product: [Br:39][C:40]1[CH:45]=[N:44][C:43]([N:46]2[C:54]3[C:49](=[CH:50][CH:51]=[C:52]([C:55]([N:15]4[CH2:14][CH2:13][CH2:12][CH2:10]4)=[O:57])[CH:53]=3)[C:48]([S:58][CH3:59])=[CH:47]2)=[N:42][CH:41]=1. The catalyst class is: 3.